From a dataset of Full USPTO retrosynthesis dataset with 1.9M reactions from patents (1976-2016). Predict the reactants needed to synthesize the given product. (1) The reactants are: [CH3:1][O:2][C:3](=[O:19])[C@@H:4]([CH3:18])[CH2:5][C@H:6]([NH:10][C:11]([O:13][C:14]([CH3:17])([CH3:16])[CH3:15])=[O:12])[C:7]([OH:9])=O.[CH3:20][O:21][C:22]1[CH:23]=[C:24]([CH:27]=[C:28]([O:32][CH3:33])[C:29]=1[O:30][CH3:31])[CH2:25][NH2:26]. Given the product [CH3:1][O:2][C:3](=[O:19])[C@@H:4]([CH3:18])[CH2:5][C@H:6]([NH:10][C:11]([O:13][C:14]([CH3:17])([CH3:16])[CH3:15])=[O:12])[C:7](=[O:9])[NH:26][CH2:25][C:24]1[CH:27]=[C:28]([O:32][CH3:33])[C:29]([O:30][CH3:31])=[C:22]([O:21][CH3:20])[CH:23]=1, predict the reactants needed to synthesize it. (2) The reactants are: [F:1][C:2]([F:30])([F:29])[CH2:3][CH2:4][NH:5][C:6](=[O:28])[C:7]1[CH:12]=[C:11]([N+:13]([O-])=O)[C:10]([NH:16][CH3:17])=[CH:9][C:8]=1[N:18]1[CH2:23][CH2:22][CH:21]([C:24]([F:27])([F:26])[F:25])[CH2:20][CH2:19]1.C1COCC1. Given the product [F:30][C:2]([F:1])([F:29])[CH2:3][CH2:4][NH:5][C:6](=[O:28])[C:7]1[CH:12]=[C:11]([NH2:13])[C:10]([NH:16][CH3:17])=[CH:9][C:8]=1[N:18]1[CH2:19][CH2:20][CH:21]([C:24]([F:27])([F:26])[F:25])[CH2:22][CH2:23]1, predict the reactants needed to synthesize it. (3) Given the product [NH2:12][C:10]1[CH:9]=[CH:8][C:7]2[C:3](=[O:2])[CH2:4][O:5][C:6]=2[CH:11]=1, predict the reactants needed to synthesize it. The reactants are: Cl.[O:2]=[C:3]1[C:7]2[CH:8]=[CH:9][C:10]([NH:12]C(=O)C)=[CH:11][C:6]=2[O:5][CH2:4]1.C(=O)(O)[O-].[Na+].C(OCC)(=O)C. (4) Given the product [F:1][C:2]1[CH:10]=[C:9]2[C:5]([CH2:6][CH2:7][N:8]2[S:11]([C:14]2[CH:19]=[CH:18][C:17]([CH3:20])=[CH:16][CH:15]=2)(=[O:13])=[O:12])=[CH:4][C:3]=1[C:21]#[C:22][CH2:23][CH2:24][CH2:25][O:26][S:37]([CH3:36])(=[O:39])=[O:38], predict the reactants needed to synthesize it. The reactants are: [F:1][C:2]1[CH:10]=[C:9]2[C:5]([CH2:6][CH2:7][N:8]2[S:11]([C:14]2[CH:19]=[CH:18][C:17]([CH3:20])=[CH:16][CH:15]=2)(=[O:13])=[O:12])=[CH:4][C:3]=1[C:21]#[C:22][CH2:23][CH2:24][CH2:25][OH:26].C(N(C(C)C)CC)(C)C.[CH3:36][S:37](Cl)(=[O:39])=[O:38].Cl. (5) Given the product [NH2:13][C:3]1[CH:4]=[C:5]([S:8]([NH:11][CH3:12])(=[O:10])=[O:9])[CH:6]=[CH:7][C:2]=1[OH:1], predict the reactants needed to synthesize it. The reactants are: [OH:1][C:2]1[CH:7]=[CH:6][C:5]([S:8]([NH:11][CH3:12])(=[O:10])=[O:9])=[CH:4][C:3]=1[N+:13]([O-])=O. (6) Given the product [C:11]([C:10]1[CH:13]=[CH:14][C:7]([C:3]2[C:2](/[CH:43]=[CH:37]/[C:38]([O:40][CH2:41][CH3:42])=[O:39])=[CH:6][S:5][CH:4]=2)=[C:8]([CH3:15])[CH:9]=1)#[N:12], predict the reactants needed to synthesize it. The reactants are: Br[C:2]1[C:3]([C:7]2[CH:14]=[CH:13][C:10]([C:11]#[N:12])=[CH:9][C:8]=2[CH3:15])=[CH:4][S:5][CH:6]=1.C(P(=[CH:37][C:38]([O:40][CH2:41][CH3:42])=[O:39])=O)(C1C=CC=CC=1)(C1C=CC=CC=1)C1C=CC=CC=1.[CH:43]1C=CC(P(C2C=CC=CC=2)C2C=CC=CC=2)=CC=1. (7) Given the product [CH3:29][O:28][C:25]1[CH:24]=[CH:23][C:22]([C:12]2[N:11]=[C:10]([C@@H:4]3[NH:5][CH2:6][C@H:2]([OH:1])[CH2:3]3)[N:14]3[C:15]4[CH:21]=[CH:20][NH:19][C:16]=4[N:17]=[CH:18][C:13]=23)=[CH:27][CH:26]=1, predict the reactants needed to synthesize it. The reactants are: [OH:1][C@H:2]1[CH2:6][N:5](C(=O)C)[C@@H:4]([C:10]2[N:14]3[C:15]4[CH:21]=[CH:20][NH:19][C:16]=4[N:17]=[CH:18][C:13]3=[C:12]([C:22]3[CH:27]=[CH:26][C:25]([O:28][CH3:29])=[CH:24][CH:23]=3)[N:11]=2)[CH2:3]1.Cl. (8) Given the product [Cl:30][C:31]1[N:36]=[C:35]([NH:1][C:2]2[C:11]([F:12])=[CH:10][C:9]([F:13])=[CH:8][C:3]=2[C:4]([NH:6][CH3:7])=[O:5])[C:34]([Cl:38])=[CH:33][N:32]=1, predict the reactants needed to synthesize it. The reactants are: [NH2:1][C:2]1[C:11]([F:12])=[CH:10][C:9]([F:13])=[CH:8][C:3]=1[C:4]([NH:6][CH3:7])=[O:5].CN1C(=O)CCC1.CCN(C(C)C)C(C)C.[Cl:30][C:31]1[N:36]=[C:35](Cl)[C:34]([Cl:38])=[CH:33][N:32]=1.